This data is from Full USPTO retrosynthesis dataset with 1.9M reactions from patents (1976-2016). The task is: Predict the reactants needed to synthesize the given product. (1) Given the product [Br:1][C:2]1[C:3]([N:17]2[C:21]([CH:20]([F:27])[F:19])=[CH:22][C:23]([CH3:24])=[N:18]2)=[N:4][C:5]([NH:8][C:9]2[CH:14]=[C:13]([O:36][CH3:32])[CH:12]=[C:11]([O:31][CH3:28])[CH:10]=2)=[N:6][CH:7]=1, predict the reactants needed to synthesize it. The reactants are: [Br:1][C:2]1[C:3]([NH:17][NH2:18])=[N:4][C:5]([NH:8][C:9]2[CH:14]=[CH:13][C:12](F)=[C:11](Cl)[CH:10]=2)=[N:6][CH:7]=1.[F:19][CH:20]([F:27])[C:21](=O)[CH2:22][C:23](=O)[CH3:24].[C:28]([OH:31])(=O)C.[CH2:32]([OH:36])CCC. (2) Given the product [Br:15][C:16]1[CH:23]=[C:22]([F:24])[CH:21]=[C:20]([N:2]2[CH:3]=[CH:4][N:5]3[C:13]4[CH2:12][CH2:11][CH2:10][CH2:9][C:8]=4[CH:7]=[C:6]3[C:1]2=[O:14])[C:17]=1[CH:18]=[O:19], predict the reactants needed to synthesize it. The reactants are: [C:1]1(=[O:14])[C:6]2=[CH:7][C:8]3[CH2:9][CH2:10][CH2:11][CH2:12][C:13]=3[N:5]2[CH:4]=[CH:3][NH:2]1.[Br:15][C:16]1[CH:23]=[C:22]([F:24])[CH:21]=[C:20](Br)[C:17]=1[CH:18]=[O:19].C([O-])(=O)C.[K+].COC1C2C(=C3C(=CC=2)C(OC)=CC=N3)N=CC=1. (3) Given the product [CH3:1][C:2]1[CH:7]=[CH:6][C:5]([S:8]([O:11][CH2:12][CH:13]2[CH2:17][C:16]3[CH:18]=[C:19]([Cl:23])[CH:20]=[C:21]([O:22][S:26]([C:25]([F:38])([F:37])[F:24])(=[O:28])=[O:27])[C:15]=3[O:14]2)(=[O:9])=[O:10])=[CH:4][CH:3]=1, predict the reactants needed to synthesize it. The reactants are: [CH3:1][C:2]1[CH:7]=[CH:6][C:5]([S:8]([O:11][CH2:12][CH:13]2[CH2:17][C:16]3[CH:18]=[C:19]([Cl:23])[CH:20]=[C:21]([OH:22])[C:15]=3[O:14]2)(=[O:10])=[O:9])=[CH:4][CH:3]=1.[F:24][C:25]([F:38])([F:37])[S:26](O[S:26]([C:25]([F:38])([F:37])[F:24])(=[O:28])=[O:27])(=[O:28])=[O:27].C(N(C(C)C)CC)(C)C.CC1C=CC(S(OC)(=O)=O)=CC=1.